From a dataset of Reaction yield outcomes from USPTO patents with 853,638 reactions. Predict the reaction yield, written as a fraction of the theoretical maximum amount of product (1.0 means a 100% yield; for example, 0.34 means a 34% yield). The reactants are Br[C:2]1[C:3]([F:18])=[CH:4][CH:5]=[C:6]2[C:11]=1[N:10]=[C:9]([NH:12][C:13]([CH3:16])([CH3:15])[CH3:14])[C:8]([CH3:17])=[N:7]2.CC1(C)C(C)(C)OB([C:27]2[NH:35][C:34]3[CH2:33][CH2:32][NH:31][C:30](=[O:36])[C:29]=3[CH:28]=2)O1.CC(C1C=C(C(C)C)C(C2C=CC=CC=2P(C2CCCCC2)C2CCCCC2)=C(C(C)C)C=1)C.[O-]P([O-])([O-])=O.[K+].[K+].[K+]. The catalyst is O1CCOCC1.C(Cl)Cl.C1C=CC(/C=C/C(/C=C/C2C=CC=CC=2)=O)=CC=1.C1C=CC(/C=C/C(/C=C/C2C=CC=CC=2)=O)=CC=1.C1C=CC(/C=C/C(/C=C/C2C=CC=CC=2)=O)=CC=1.[Pd].[Pd].O. The product is [C:13]([NH:12][C:9]1[C:8]([CH3:17])=[N:7][C:6]2[C:11]([N:10]=1)=[C:2]([C:27]1[NH:35][C:34]3[CH2:33][CH2:32][NH:31][C:30](=[O:36])[C:29]=3[CH:28]=1)[C:3]([F:18])=[CH:4][CH:5]=2)([CH3:16])([CH3:15])[CH3:14]. The yield is 0.390.